From a dataset of Catalyst prediction with 721,799 reactions and 888 catalyst types from USPTO. Predict which catalyst facilitates the given reaction. (1) The catalyst class is: 118. Reactant: C[N:2]([CH3:20])/[CH:3]=[C:4](/[C:10](=[O:19])[C:11]1[CH:16]=[C:15]([I:17])[CH:14]=[CH:13][C:12]=1F)\[C:5]([O:7][CH2:8][CH3:9])=[O:6].Cl.[CH3:22][N:23]([CH3:28])[CH:24](C)[CH2:25]N.C(=O)([O-])[O-].[K+].[K+].Cl. Product: [CH3:22][N:23]([CH3:28])[CH:24]([CH3:25])[CH2:20][N:2]1[C:12]2[C:11](=[CH:16][C:15]([I:17])=[CH:14][CH:13]=2)[C:10](=[O:19])[C:4]([C:5]([O:7][CH2:8][CH3:9])=[O:6])=[CH:3]1. (2) Reactant: [Cl:1][C:2]1[CH:3]=[C:4]([CH:6]=[C:7]([Cl:9])[CH:8]=1)[NH2:5].[CH2:10](C(=O)C([O-])=O)[CH3:11].[CH3:17][O:18][C:19]1[CH:24]=[CH:23][C:22]([CH:25]=[CH:26][CH3:27])=[CH:21][C:20]=1[O:28][CH3:29].F[C:31](F)(F)[C:32]([OH:34])=[O:33]. Product: [CH2:10]([O:34][C:32]([CH:31]1[CH:26]([CH3:27])[CH:25]([C:22]2[CH:23]=[CH:24][C:19]([O:18][CH3:17])=[C:20]([O:28][CH3:29])[CH:21]=2)[C:3]2[C:4](=[CH:6][C:7]([Cl:9])=[CH:8][C:2]=2[Cl:1])[NH:5]1)=[O:33])[CH3:11]. The catalyst class is: 10.